This data is from Full USPTO retrosynthesis dataset with 1.9M reactions from patents (1976-2016). The task is: Predict the reactants needed to synthesize the given product. (1) Given the product [C:1]([O:14][CH:11]([CH3:13])[CH3:12])(=[O:10])[CH:2]=[CH:3][C:4]1[CH:9]=[CH:8][CH:7]=[CH:6][CH:5]=1, predict the reactants needed to synthesize it. The reactants are: [CH:1](=[O:10])[CH:2]=[CH:3][C:4]1[CH:9]=[CH:8][CH:7]=[CH:6][CH:5]=1.[CH:11]([OH:14])([CH3:13])[CH3:12]. (2) The reactants are: [F:1][C:2]([F:23])([F:22])[C:3]1[CH:4]=[C:5]([N:9]2[CH2:14][CH2:13][N:12]([C:15]3[N:19]=[C:18]([C:20]#[N:21])[O:17][N:16]=3)[CH2:11][CH2:10]2)[CH:6]=[CH:7][CH:8]=1.[Cl-].[NH4+].[N-:26]=[N+:27]=[N-:28].[Na+].Cl. Given the product [N:21]1[NH:26][N:27]=[N:28][C:20]=1[C:18]1[O:17][N:16]=[C:15]([N:12]2[CH2:11][CH2:10][N:9]([C:5]3[CH:6]=[CH:7][CH:8]=[C:3]([C:2]([F:1])([F:22])[F:23])[CH:4]=3)[CH2:14][CH2:13]2)[N:19]=1, predict the reactants needed to synthesize it. (3) Given the product [OH:40][CH2:39][CH2:38][N:35]1[CH2:36][CH2:37][N:32]([C:4]2[N:3]=[C:2]([CH3:1])[N:7]=[C:6]([C:8]3[CH:13]=[CH:12][N:11]4[C:14]([C:17]5[CH:18]=[C:19]([NH:23][C:24]([NH:26][CH2:27][C:28]([F:29])([F:30])[F:31])=[O:25])[CH:20]=[CH:21][CH:22]=5)=[CH:15][N:16]=[C:10]4[CH:9]=3)[CH:5]=2)[CH2:33][CH2:34]1, predict the reactants needed to synthesize it. The reactants are: [CH3:1][C:2]1[N:7]=[C:6]([C:8]2[CH:13]=[CH:12][N:11]3[C:14]([C:17]4[CH:18]=[C:19]([NH:23][C:24]([NH:26][CH2:27][C:28]([F:31])([F:30])[F:29])=[O:25])[CH:20]=[CH:21][CH:22]=4)=[CH:15][N:16]=[C:10]3[CH:9]=2)[CH:5]=[C:4]([N:32]2[CH2:37][CH2:36][N:35]([CH2:38][CH2:39][O:40]C3CCCCO3)[CH2:34][CH2:33]2)[N:3]=1.Cl.